This data is from Forward reaction prediction with 1.9M reactions from USPTO patents (1976-2016). The task is: Predict the product of the given reaction. (1) The product is: [CH2:9]([N:5]1[CH2:4][CH:3]([CH2:2][OH:1])[O:7][C:6]1=[O:8])[C:11]1[CH:17]=[CH:18][CH:13]=[CH:14][CH:15]=1. Given the reactants [OH:1][CH2:2][CH:3]1[O:7][C:6](=[O:8])[N:5]([CH:9]([CH3:11])C)[CH2:4]1.C(N)[C:13]1[CH:18]=[CH:17]C=[CH:15][CH:14]=1.C(N)(C)C, predict the reaction product. (2) The product is: [Cl:1][C:2]1[CH:29]=[CH:28][C:5]2[N:6]([C@@H:23]3[CH2:27][CH2:26][N:25]([C:32](=[O:33])[CH:31]([CH3:35])[CH3:30])[CH2:24]3)[C:7]([CH2:9][N:10]3[C:14]4=[CH:15][N:16]=[CH:17][CH:18]=[C:13]4[C:12]([S:19]([CH3:22])(=[O:20])=[O:21])=[N:11]3)=[N:8][C:4]=2[CH:3]=1. Given the reactants [Cl:1][C:2]1[CH:29]=[CH:28][C:5]2[N:6]([C@@H:23]3[CH2:27][CH2:26][NH:25][CH2:24]3)[C:7]([CH2:9][N:10]3[C:14]4=[CH:15][N:16]=[CH:17][CH:18]=[C:13]4[C:12]([S:19]([CH3:22])(=[O:21])=[O:20])=[N:11]3)=[N:8][C:4]=2[CH:3]=1.[CH3:30][CH:31]([CH3:35])[C:32](O)=[O:33].C(OC(=O)C)(=O)C, predict the reaction product. (3) Given the reactants Br[C:2]1[CH:3]=[N:4][C:5]2[N:6]([CH:8]=[C:9]([CH2:11][O:12][C:13]3[CH:14]=[N:15][CH:16]=[C:17]([F:19])[CH:18]=3)[N:10]=2)[CH:7]=1.[NH2:20][C:21]1[CH:26]=[C:25]([F:27])[CH:24]=[CH:23][C:22]=1B(O)O, predict the reaction product. The product is: [F:27][C:25]1[CH:24]=[CH:23][C:22]([C:2]2[CH:3]=[N:4][C:5]3[N:6]([CH:8]=[C:9]([CH2:11][O:12][C:13]4[CH:14]=[N:15][CH:16]=[C:17]([F:19])[CH:18]=4)[N:10]=3)[CH:7]=2)=[C:21]([CH:26]=1)[NH2:20]. (4) Given the reactants [F:1][C:2]1[C:7]([F:8])=[C:6]([F:9])[CH:5]=[CH:4][C:3]=1[C:10]1[CH:19]=[CH:18][C:17]([N+:20]([O-:22])=[O:21])=[CH:16][C:11]=1[C:12]([O:14]C)=[O:13].[OH-].[Na+].O.Cl, predict the reaction product. The product is: [F:1][C:2]1[C:7]([F:8])=[C:6]([F:9])[CH:5]=[CH:4][C:3]=1[C:10]1[CH:19]=[CH:18][C:17]([N+:20]([O-:22])=[O:21])=[CH:16][C:11]=1[C:12]([OH:14])=[O:13].